This data is from Forward reaction prediction with 1.9M reactions from USPTO patents (1976-2016). The task is: Predict the product of the given reaction. The product is: [C:1]([O:4][C:5]1[CH:6]=[C:7]([CH:41]=[CH:42][C:43]=1[O:44][CH2:52][CH2:53][NH2:54])[C:8]([NH:10][C@H:11]([B:28]1[O:36][CH:35]2[C:30]([CH3:40])([CH:31]3[CH2:37][CH:33]([CH2:34]2)[C:32]3([CH3:39])[CH3:38])[O:29]1)[CH2:12][C:13]1[C:14]([O:26][CH3:27])=[C:15]([CH:23]=[CH:24][CH:25]=1)[C:16]([O:18][C:19]([CH3:21])([CH3:20])[CH3:22])=[O:17])=[O:9])(=[O:3])[CH3:2]. Given the reactants [C:1]([O:4][C:5]1[CH:6]=[C:7]([CH:41]=[CH:42][C:43]=1[OH:44])[C:8]([NH:10][C@H:11]([B:28]1[O:36][CH:35]2[C:30]([CH3:40])([CH:31]3[CH2:37][CH:33]([CH2:34]2)[C:32]3([CH3:39])[CH3:38])[O:29]1)[CH2:12][C:13]1[C:14]([O:26][CH3:27])=[C:15]([CH:23]=[CH:24][CH:25]=1)[C:16]([O:18][C:19]([CH3:22])([CH3:21])[CH3:20])=[O:17])=[O:9])(=[O:3])[CH3:2].C([O-])([O-])=O.[K+].[K+].Br[CH2:52][CH2:53][NH:54]C(=O)OC(C)(C)C.O, predict the reaction product.